From a dataset of Reaction yield outcomes from USPTO patents with 853,638 reactions. Predict the reaction yield, written as a fraction of the theoretical maximum amount of product (1.0 means a 100% yield; for example, 0.34 means a 34% yield). The reactants are [CH:1]1([N:7]2[C:12](=[O:13])[C:11]([C:14]([NH:16][CH2:17][C:18]([O:20]CC)=[O:19])=[O:15])=[C:10]([OH:23])[C:9]([C:24](OC)=[O:25])=[C:8]2[OH:28])[CH2:6][CH2:5][CH2:4][CH2:3][CH2:2]1.[CH2:29]([NH2:33])[CH2:30][CH2:31][CH3:32].C(#N)C.O. The catalyst is C(Cl)(Cl)Cl. The product is [CH2:29]([NH:33][C:24]([C:9]1[C:10]([OH:23])=[C:11]([C:14]([NH:16][CH2:17][C:18]([OH:20])=[O:19])=[O:15])[C:12](=[O:13])[N:7]([CH:1]2[CH2:6][CH2:5][CH2:4][CH2:3][CH2:2]2)[C:8]=1[OH:28])=[O:25])[CH2:30][CH2:31][CH3:32]. The yield is 0.355.